From a dataset of Forward reaction prediction with 1.9M reactions from USPTO patents (1976-2016). Predict the product of the given reaction. The product is: [CH3:1][O:2][C:3](=[O:15])[C:4]1[CH:9]=[CH:8][C:7]([CH2:10][N:18]2[CH2:19][CH2:20][CH2:17][CH2:16]2)=[CH:6][C:5]=1[N+:12]([O-:14])=[O:13]. Given the reactants [CH3:1][O:2][C:3](=[O:15])[C:4]1[CH:9]=[CH:8][C:7]([CH2:10]O)=[CH:6][C:5]=1[N+:12]([O-:14])=[O:13].[CH2:16]([N:18](CC)[CH2:19][CH3:20])[CH3:17].C1(C)C=CC(S(Cl)(=O)=O)=CC=1.N1CCCC1, predict the reaction product.